From a dataset of Full USPTO retrosynthesis dataset with 1.9M reactions from patents (1976-2016). Predict the reactants needed to synthesize the given product. (1) Given the product [Cl:39][C:38]1[CH:37]=[CH:36][CH:35]=[C:34]([Cl:40])[C:33]=1[CH2:32][O:31][CH2:30][CH2:29][O:28][CH2:27][CH2:26][CH2:25][CH2:24][CH2:23][CH2:22][NH:1][CH2:2][CH:3]([C:5]1[N:10]=[C:9]([CH2:11][OH:12])[C:8]([OH:14])=[CH:7][CH:6]=1)[OH:4], predict the reactants needed to synthesize it. The reactants are: [NH2:1][CH2:2][CH:3]([C:5]1[N:10]=[C:9]2[CH2:11][O:12]C(C3C=CC=CC=3)[O:14][C:8]2=[CH:7][CH:6]=1)[OH:4].Br[CH2:22][CH2:23][CH2:24][CH2:25][CH2:26][CH2:27][O:28][CH2:29][CH2:30][O:31][CH2:32][C:33]1[C:38]([Cl:39])=[CH:37][CH:36]=[CH:35][C:34]=1[Cl:40]. (2) Given the product [CH3:1][O:2][C:3]1[CH:4]=[C:5]([C:9]2[N:10]([CH2:24][C:25]([OH:27])=[O:26])[C:11]3[C:12]([N:23]=2)=[N:13][CH:14]=[C:15]([C:17]2[CH:22]=[CH:21][CH:20]=[CH:19][CH:18]=2)[CH:16]=3)[CH:6]=[CH:7][CH:8]=1, predict the reactants needed to synthesize it. The reactants are: [CH3:1][O:2][C:3]1[CH:4]=[C:5]([C:9]2[N:10]([CH2:24][C:25]([O:27]C(C)(C)C)=[O:26])[C:11]3[C:12]([N:23]=2)=[N:13][CH:14]=[C:15]([C:17]2[CH:22]=[CH:21][CH:20]=[CH:19][CH:18]=2)[CH:16]=3)[CH:6]=[CH:7][CH:8]=1.Cl.O. (3) Given the product [F:1][C:2]1[CH:3]=[CH:4][C:5]([C:8]2[S:9][C:10]([C:19]([C:15]3[O:14][CH:18]=[CH:17][CH:16]=3)=[O:20])=[CH:11][C:12]=2[CH3:13])=[CH:6][CH:7]=1, predict the reactants needed to synthesize it. The reactants are: [F:1][C:2]1[CH:7]=[CH:6][C:5]([C:8]2[S:9][CH:10]=[CH:11][C:12]=2[CH3:13])=[CH:4][CH:3]=1.[O:14]1[CH:18]=[CH:17][CH:16]=[C:15]1[C:19](Cl)=[O:20].[Cl-].[Al+3].[Al+3].[Al+3].[Cl-].[Cl-].[Cl-].[Cl-].[Cl-].[Cl-].[Cl-].[Cl-]. (4) Given the product [Br:1][C:2]1[CH:3]=[CH:4][C:5]([C:8]2[C:14]3[CH:15]=[C:16]([OH:21])[C:17]([OH:19])=[CH:18][C:13]=3[CH2:12][CH:11]([CH3:23])[N:10]([C:24]([NH:26][CH3:27])=[O:25])[N:9]=2)=[CH:6][CH:7]=1, predict the reactants needed to synthesize it. The reactants are: [Br:1][C:2]1[CH:7]=[CH:6][C:5]([C:8]2[C:14]3[CH:15]=[C:16]([O:21]C)[C:17]([O:19]C)=[CH:18][C:13]=3[CH2:12][CH:11]([CH3:23])[N:10]([C:24]([NH:26][CH3:27])=[O:25])[N:9]=2)=[CH:4][CH:3]=1.B(Br)(Br)Br.Cl.